Dataset: Forward reaction prediction with 1.9M reactions from USPTO patents (1976-2016). Task: Predict the product of the given reaction. (1) Given the reactants N([O-])=O.[Na+].[F:5][C:6]1[CH:11]=[C:10]([CH3:12])[CH:9]=[CH:8][C:7]=1N.C(=O)(O)[O-].[Na+].[C:19]([Cu])#[N:20].[C-]#N.[K+], predict the reaction product. The product is: [F:5][C:6]1[CH:11]=[C:10]([CH3:12])[CH:9]=[CH:8][C:7]=1[C:19]#[N:20]. (2) Given the reactants [O:1]=[C:2]([O:20][CH2:21][CH:21]([O:20][C:2](=[O:1])[CH2:3][CH2:4][CH2:5][CH2:6][CH2:7][CH2:8][CH2:9]/[CH:10]=[CH:11]\[CH2:12][CH2:13][CH2:14][CH2:15][CH2:16][CH2:17][CH2:18][CH3:19])[CH2:21][O:20][C:2](=[O:1])[CH2:3][CH2:4][CH2:5][CH2:6][CH2:7][CH2:8][CH2:9]/[CH:10]=[CH:11]\[CH2:12][CH2:13][CH2:14][CH2:15][CH2:16][CH2:17][CH2:18][CH3:19])[CH2:3][CH2:4][CH2:5][CH2:6][CH2:7][CH2:8][CH2:9]/[CH:10]=[CH:11]\[CH2:12][CH2:13][CH2:14][CH2:15][CH2:16][CH2:17][CH2:18][CH3:19].CO, predict the reaction product. The product is: [CH3:21][O:20][C:2](=[O:1])[CH2:3][CH2:4][CH2:5][CH2:6][CH2:7][CH2:8][CH2:9]/[CH:10]=[CH:11]\[CH2:12][CH2:13][CH2:14][CH2:15][CH2:16][CH2:17][CH2:18][CH3:19]. (3) Given the reactants [Br:1][C:2]1[CH:7]=[CH:6][C:5]([C:8]2[CH:13]=[CH:12][C:11]([OH:14])=[CH:10][CH:9]=2)=[CH:4][CH:3]=1.Br[CH2:16][CH2:17][CH2:18][CH2:19][CH3:20].C(=O)([O-])[O-].[K+].[K+], predict the reaction product. The product is: [Br:1][C:2]1[CH:3]=[CH:4][C:5]([C:8]2[CH:13]=[CH:12][C:11]([O:14][CH2:16][CH2:17][CH2:18][CH2:19][CH3:20])=[CH:10][CH:9]=2)=[CH:6][CH:7]=1. (4) Given the reactants [NH2:1][C:2]1[C:10]([O:11][CH2:12][CH3:13])=[CH:9][C:5]([C:6]([OH:8])=O)=[C:4]([F:14])[CH:3]=1.CN(C(ON1N=NC2C=CC=NC1=2)=[N+](C)C)C.F[P-](F)(F)(F)(F)F.[NH2:39][CH:40]1[CH2:45][CH2:44][N:43]([CH3:46])[CH2:42][CH2:41]1.C(N(C(C)C)CC)(C)C, predict the reaction product. The product is: [NH2:1][C:2]1[C:10]([O:11][CH2:12][CH3:13])=[CH:9][C:5]([C:6]([NH:39][CH:40]2[CH2:45][CH2:44][N:43]([CH3:46])[CH2:42][CH2:41]2)=[O:8])=[C:4]([F:14])[CH:3]=1. (5) Given the reactants C1(C2SC=[C:10]([C:12]([C:14]3[CH:19]=[C:18](OC)[C:17](OC)=[C:16](OC)[CH:15]=3)=O)[N:11]=2)C=CC=CC=1.[NH:26]1[C:34]2[C:29](=[CH:30][CH:31]=[CH:32][CH:33]=2)[CH:28]=[C:27]1[C:35]1[S:36][CH2:37][CH:38]([C:40]([OH:42])=O)[N:39]=1.N[C@H](C(O)=O)CS, predict the reaction product. The product is: [NH:26]1[C:34]2[C:29](=[CH:30][CH:31]=[CH:32][CH:33]=2)[CH:28]=[C:27]1[C:35]1[S:36][CH:37]=[C:38]([C:40]([C:10]2[NH:11][C:19]3[C:14]([CH:12]=2)=[CH:15][CH:16]=[CH:17][CH:18]=3)=[O:42])[N:39]=1.